From a dataset of Experimentally validated miRNA-target interactions with 360,000+ pairs, plus equal number of negative samples. Binary Classification. Given a miRNA mature sequence and a target amino acid sequence, predict their likelihood of interaction. (1) The miRNA is hsa-miR-6126 with sequence GUGAAGGCCCGGCGGAGA. The protein sequence of the target gene is MAASKVKQDMPPPGGYGPIDYKRNLPRRGLSGYSMFAVGIGALIFGYWRMMRWNQERRRLLIEDLEARIALMPLFQAEKDRRTLQILRENLEEEAIIMKDVPNWKVGESVFHTTRWVPPLIGEMYGLRTKEEMSNANFGFTWYT. Result: 0 (no interaction). (2) The miRNA is mmu-miR-5119 with sequence CAUCUCAUCCUGGGGCUGG. The protein sequence of the target gene is MLSFLRRTLGRRSMRKHAEKERLREAQRAATHIPAAGDAKSIITCRVSLLDGTDVSVDLPKKAKGQELFDQIMYHLDLIESDYFGLRFMDSAQVAHWLDGTKSIKKQVKIGSPYCLHLRVKFYSSEPNNLREELTRYLFVLQLKQDILSGKLECPFDTAVQLAAYNLQAELGDYDLAEHSPELVSEFRFVPIQTEEMELAIFEKWKEYRGQTPAQAETNYLNKAKWLEMYGVDMHVVKARDGNDYSLGLTPTGVLVFEGETKIGLFFWPKITRLDFKKNKLTLVVVEDDDQGKEQEHTFV.... Result: 0 (no interaction).